From a dataset of Peptide-MHC class I binding affinity with 185,985 pairs from IEDB/IMGT. Regression. Given a peptide amino acid sequence and an MHC pseudo amino acid sequence, predict their binding affinity value. This is MHC class I binding data. (1) The peptide sequence is IPDVIELAY. The MHC is HLA-A23:01 with pseudo-sequence HLA-A23:01. The binding affinity (normalized) is 0.0913. (2) The peptide sequence is ITLKVFAGY. The MHC is HLA-A26:01 with pseudo-sequence HLA-A26:01. The binding affinity (normalized) is 0.477. (3) The peptide sequence is KTWIIMGLNK. The MHC is HLA-B27:05 with pseudo-sequence HLA-B27:05. The binding affinity (normalized) is 0.0404.